From a dataset of Full USPTO retrosynthesis dataset with 1.9M reactions from patents (1976-2016). Predict the reactants needed to synthesize the given product. (1) Given the product [C:29]([O:28][C:26]([N:23]1[CH2:24][CH2:25][N:20]([CH2:19][C:14]2[CH:15]=[CH:16][CH:17]=[C:18]3[C:13]=2[CH:12]=[CH:11][N:10]3[S:7]([C:1]2[CH:6]=[CH:5][CH:4]=[CH:3][CH:2]=2)(=[O:8])=[O:9])[CH2:21][CH:22]1[C:33]([OH:35])=[O:34])=[O:27])([CH3:32])([CH3:30])[CH3:31], predict the reactants needed to synthesize it. The reactants are: [C:1]1([S:7]([N:10]2[C:18]3[C:13](=[C:14]([CH2:19][N:20]4[CH2:25][CH2:24][N:23]([C:26]([O:28][C:29]([CH3:32])([CH3:31])[CH3:30])=[O:27])[CH:22]([C:33]([O:35]C)=[O:34])[CH2:21]4)[CH:15]=[CH:16][CH:17]=3)[CH:12]=[CH:11]2)(=[O:9])=[O:8])[CH:6]=[CH:5][CH:4]=[CH:3][CH:2]=1.C1COCC1. (2) Given the product [CH:59]1[C:58]2[CH:57]([CH2:56][O:55][C:53]([NH:70][CH:71]([CH2:72][CH2:73][CH2:74][CH2:75][NH:76][C:12](=[O:14])[C:11]3[CH:10]=[CH:9][C:8]([C:5]4[N:6]=[N:7][C:2]([CH3:1])=[N:3][N:4]=4)=[CH:16][CH:15]=3)[C:77]([OH:79])=[O:78])=[O:54])[C:69]3[C:64](=[CH:65][CH:66]=[CH:67][CH:68]=3)[C:63]=2[CH:62]=[CH:61][CH:60]=1, predict the reactants needed to synthesize it. The reactants are: [CH3:1][C:2]1[N:7]=[N:6][C:5]([C:8]2[CH:16]=[CH:15][C:11]([C:12]([OH:14])=O)=[CH:10][CH:9]=2)=[N:4][N:3]=1.C1(N=C=NC2CCCCC2)CCCCC1.O.ON1C2C=CC=CC=2N=N1.N[C@H](C(O)=O)CCCCN.[C:53]([NH:70][C@H:71]([C:77]([OH:79])=[O:78])[CH2:72][CH2:73][CH2:74][CH2:75][NH2:76])([O:55][CH2:56][CH:57]1[C:69]2[C:64](=[CH:65][CH:66]=[CH:67][CH:68]=2)[C:63]2[C:58]1=[CH:59][CH:60]=[CH:61][CH:62]=2)=[O:54]. (3) Given the product [Br:17][C:8]1[C:9]([C:12]([O:14][CH2:15][CH3:16])=[O:13])=[N:10][O:11][C:7]=1[C:2]1[CH:3]=[CH:4][CH:5]=[CH:6][N:1]=1, predict the reactants needed to synthesize it. The reactants are: [N:1]1[CH:6]=[CH:5][CH:4]=[CH:3][C:2]=1[C:7]1[O:11][N:10]=[C:9]([C:12]([O:14][CH2:15][CH3:16])=[O:13])[CH:8]=1.[Br:17]N1C(=O)CCC1=O. (4) Given the product [NH2:8][C:5]1[CH:4]=[C:3]([CH3:9])[C:2]([C:10]#[N:11])=[CH:7][N:6]=1, predict the reactants needed to synthesize it. The reactants are: Br[C:2]1[C:3]([CH3:9])=[CH:4][C:5]([NH2:8])=[N:6][CH:7]=1.[C:10]([Cu])#[N:11].C(N)CN. (5) Given the product [Cl:1][C:2]1[CH:7]=[C:6]([CH2:8][C:9]2[C:10](=[O:11])[NH:32][C:29]([CH3:30])=[N:31][C:15]=2[CH2:16][CH2:17][CH3:18])[CH:5]=[CH:4][C:3]=1[C:20]1[C:21]([C:26]#[N:27])=[CH:22][CH:23]=[CH:24][CH:25]=1, predict the reactants needed to synthesize it. The reactants are: [Cl:1][C:2]1[CH:7]=[C:6]([CH2:8][CH:9]([C:15](=O)[CH2:16][CH2:17][CH3:18])[C:10](OCC)=[O:11])[CH:5]=[CH:4][C:3]=1[C:20]1[CH:25]=[CH:24][CH:23]=[CH:22][C:21]=1[C:26]#[N:27].Cl.[C:29](=[NH:32])([NH2:31])[CH3:30].C[O-].[Na+].